Dataset: Forward reaction prediction with 1.9M reactions from USPTO patents (1976-2016). Task: Predict the product of the given reaction. (1) Given the reactants [Br:1][C:2]1[CH:7]=[CH:6][C:5]([C:8]2[CH:13]=[CH:12][CH:11]=[CH:10][C:9]=2[N+:14]([O-])=O)=[CH:4][CH:3]=1.C(OP(OCC)OCC)C, predict the reaction product. The product is: [Br:1][C:2]1[CH:7]=[CH:6][C:5]2[C:8]3[C:9](=[CH:10][CH:11]=[CH:12][CH:13]=3)[NH:14][C:4]=2[CH:3]=1. (2) Given the reactants [Br:1][C:2]1[C:11]([OH:12])=[CH:10][C:5]([C:6]([O:8][CH3:9])=[O:7])=[CH:4][C:3]=1[OH:13].[C:14](OC=C)(=O)[CH3:15].C(=O)([O-])[O-].[Na+].[Na+].[C:26]1(C)C=CC=C[CH:27]=1, predict the reaction product. The product is: [Br:1][C:2]1[C:3]([O:13][CH:14]=[CH2:15])=[CH:4][C:5]([C:6]([O:8][CH3:9])=[O:7])=[CH:10][C:11]=1[O:12][CH:26]=[CH2:27]. (3) Given the reactants [C:1]([O:5][C:6]([N:8]1[CH2:13][CH2:12][CH:11]([N:14]([CH3:27])[C:15]2[CH:20]=[C:19]([Cl:21])[N:18]=[C:17]([C:22]([O:24]C)=[O:23])[C:16]=2[Cl:26])[CH2:10][CH2:9]1)=[O:7])([CH3:4])([CH3:3])[CH3:2].[OH-].[Na+], predict the reaction product. The product is: [C:1]([O:5][C:6]([N:8]1[CH2:9][CH2:10][CH:11]([N:14]([CH3:27])[C:15]2[CH:20]=[C:19]([Cl:21])[N:18]=[C:17]([C:22]([OH:24])=[O:23])[C:16]=2[Cl:26])[CH2:12][CH2:13]1)=[O:7])([CH3:4])([CH3:3])[CH3:2].